Dataset: Catalyst prediction with 721,799 reactions and 888 catalyst types from USPTO. Task: Predict which catalyst facilitates the given reaction. (1) Reactant: Br[C:2]1[C:7]([N:8]([CH2:23][O:24][CH3:25])[S:9]([C:12]2[CH:17]=[CH:16][C:15]([Cl:18])=[C:14]([C:19]([F:22])([F:21])[F:20])[CH:13]=2)(=[O:11])=[O:10])=[CH:6][C:5]([CH3:26])=[CH:4][N:3]=1.C([Mg]Cl)(C)C.CN(C)[CH:34]=[O:35]. Product: [Cl:18][C:15]1[CH:16]=[CH:17][C:12]([S:9]([N:8]([C:7]2[C:2]([CH:34]=[O:35])=[N:3][CH:4]=[C:5]([CH3:26])[CH:6]=2)[CH2:23][O:24][CH3:25])(=[O:11])=[O:10])=[CH:13][C:14]=1[C:19]([F:22])([F:21])[F:20]. The catalyst class is: 1. (2) Reactant: [NH2:1][CH:2]([C:7]1[CH:12]=[CH:11][C:10]([Cl:13])=[CH:9][CH:8]=1)[CH2:3][C:4]([OH:6])=[O:5].[OH-].[Na+].[C:16]1([CH2:22][C:23](Cl)=[O:24])[CH:21]=[CH:20][CH:19]=[CH:18][CH:17]=1. Product: [Cl:13][C:10]1[CH:9]=[CH:8][C:7]([CH:2]([NH:1][C:23](=[O:24])[CH2:22][C:16]2[CH:21]=[CH:20][CH:19]=[CH:18][CH:17]=2)[CH2:3][C:4]([OH:6])=[O:5])=[CH:12][CH:11]=1. The catalyst class is: 12. (3) Reactant: [CH2:1]([O:3][C:4](=[O:24])[CH2:5][C@@H:6]([NH:15][C:16]1[CH:21]=[C:20]([CH3:22])[CH:19]=[CH:18][C:17]=1[NH2:23])[CH2:7][CH2:8][C:9]1[CH:14]=[CH:13][CH:12]=[CH:11][CH:10]=1)[CH3:2].C1N=CN([C:30](N2C=NC=C2)=[O:31])C=1. Product: [CH2:1]([O:3][C:4](=[O:24])[CH2:5][C@@H:6]([N:15]1[C:16]2[CH:21]=[C:20]([CH3:22])[CH:19]=[CH:18][C:17]=2[NH:23][C:30]1=[O:31])[CH2:7][CH2:8][C:9]1[CH:14]=[CH:13][CH:12]=[CH:11][CH:10]=1)[CH3:2]. The catalyst class is: 76. (4) Reactant: N.[Cl:2][C:3]1[CH:4]=[C:5]([CH2:10][N:11]2[C:15]3[CH:16]([CH2:21][C:22]([OH:24])=[O:23])[CH2:17][CH2:18][CH2:19][CH2:20][C:14]=3[N:13]=[C:12]2[CH:25]([CH3:27])[CH3:26])[CH:6]=[CH:7][C:8]=1[Cl:9].[CH2:28](O)[C:29]1[CH:34]=[CH:33][CH:32]=[CH:31][CH:30]=1.Cl.CN(C)CCCN=C=NCC. Product: [C:29]1([CH2:28][O:23][C:22](=[O:24])[CH2:21][CH:16]2[C:15]3[N:11]([CH2:10][C:5]4[CH:6]=[CH:7][C:8]([Cl:9])=[C:3]([Cl:2])[CH:4]=4)[C:12]([CH:25]([CH3:27])[CH3:26])=[N:13][C:14]=3[CH2:20][CH2:19][CH2:18][CH2:17]2)[CH:34]=[CH:33][CH:32]=[CH:31][CH:30]=1. The catalyst class is: 112. (5) Reactant: Cl.[I:2][C:3]1[CH:4]=[C:5]2[C:10](=[CH:11][CH:12]=1)[O:9][C@@H:8]([CH2:13][NH2:14])[CH2:7][CH2:6]2.[CH2:15]([O:22][C:23](Cl)=[O:24])[C:16]1[CH:21]=[CH:20][CH:19]=[CH:18][CH:17]=1.[OH-].[Na+]. Product: [I:2][C:3]1[CH:4]=[C:5]2[C:10](=[CH:11][CH:12]=1)[O:9][C@@H:8]([CH2:13][NH:14][C:23](=[O:24])[O:22][CH2:15][C:16]1[CH:21]=[CH:20][CH:19]=[CH:18][CH:17]=1)[CH2:7][CH2:6]2. The catalyst class is: 7. (6) The catalyst class is: 18. Product: [Cl:1][C:2]1[CH:3]=[C:4]2[C:9](=[CH:10][C:11]=1[N:12]1[CH2:17][C:16]3[C:18]([CH:25]4[CH2:27][CH2:26]4)=[N:19][C:20]([C:22]([NH:40][CH2:39][CH2:38][S:37]([CH3:36])=[O:61])=[O:23])=[CH:21][C:15]=3[NH:14][C:13]1=[O:28])[O:8][CH:7]([C:29]1[C:34]([F:35])=[CH:33][CH:32]=[CH:31][N:30]=1)[CH2:6][CH2:5]2. Reactant: [Cl:1][C:2]1[CH:3]=[C:4]2[C:9](=[CH:10][C:11]=1[N:12]1[CH2:17][C:16]3[C:18]([CH:25]4[CH2:27][CH2:26]4)=[N:19][C:20]([C:22](O)=[O:23])=[CH:21][C:15]=3[NH:14][C:13]1=[O:28])[O:8][CH:7]([C:29]1[C:34]([F:35])=[CH:33][CH:32]=[CH:31][N:30]=1)[CH2:6][CH2:5]2.[CH3:36][S:37][CH2:38][CH2:39][NH2:40].CCN=C=NCCCN(C)C.C1C=CC2N([OH:61])N=NC=2C=1. (7) Reactant: [Br:1][C:2]1[N:7]=[C:6]2[C:8]([C:11]([OH:13])=O)=[CH:9][NH:10][C:5]2=[N:4][CH:3]=1.[Si:14]([O:21][CH2:22][C:23]([CH3:26])([NH2:25])[CH3:24])([C:17]([CH3:20])([CH3:19])[CH3:18])([CH3:16])[CH3:15].CCN=C=NCCCN(C)C.O. Product: [Br:1][C:2]1[N:7]=[C:6]2[C:8]([C:11]([NH:25][C:23]([CH3:26])([CH3:24])[CH2:22][O:21][Si:14]([C:17]([CH3:20])([CH3:19])[CH3:18])([CH3:15])[CH3:16])=[O:13])=[CH:9][NH:10][C:5]2=[N:4][CH:3]=1. The catalyst class is: 241.